The task is: Regression. Given two drug SMILES strings and cell line genomic features, predict the synergy score measuring deviation from expected non-interaction effect.. This data is from NCI-60 drug combinations with 297,098 pairs across 59 cell lines. Cell line: SK-OV-3. Drug 1: C1CN(P(=O)(OC1)NCCCl)CCCl. Drug 2: C(CCl)NC(=O)N(CCCl)N=O. Synergy scores: CSS=3.77, Synergy_ZIP=0.123, Synergy_Bliss=2.37, Synergy_Loewe=2.07, Synergy_HSA=1.75.